This data is from Merck oncology drug combination screen with 23,052 pairs across 39 cell lines. The task is: Regression. Given two drug SMILES strings and cell line genomic features, predict the synergy score measuring deviation from expected non-interaction effect. (1) Drug 1: COC12C(COC(N)=O)C3=C(C(=O)C(C)=C(N)C3=O)N1CC1NC12. Drug 2: Cc1nc(Nc2ncc(C(=O)Nc3c(C)cccc3Cl)s2)cc(N2CCN(CCO)CC2)n1. Cell line: NCIH460. Synergy scores: synergy=20.3. (2) Drug 1: O=c1[nH]cc(F)c(=O)[nH]1. Drug 2: Cn1cc(-c2cnn3c(N)c(Br)c(C4CCCNC4)nc23)cn1. Cell line: HT144. Synergy scores: synergy=3.37. (3) Drug 1: Cn1nnc2c(C(N)=O)ncn2c1=O. Drug 2: O=C(NOCC(O)CO)c1ccc(F)c(F)c1Nc1ccc(I)cc1F. Cell line: A427. Synergy scores: synergy=43.2. (4) Drug 1: CC1CC2C3CCC4=CC(=O)C=CC4(C)C3(F)C(O)CC2(C)C1(O)C(=O)CO. Drug 2: C=CCn1c(=O)c2cnc(Nc3ccc(N4CCN(C)CC4)cc3)nc2n1-c1cccc(C(C)(C)O)n1. Cell line: A427. Synergy scores: synergy=7.07. (5) Cell line: ES2. Drug 2: COC1=C2CC(C)CC(OC)C(O)C(C)C=C(C)C(OC(N)=O)C(OC)C=CC=C(C)C(=O)NC(=CC1=O)C2=O. Synergy scores: synergy=-3.04. Drug 1: Cn1nnc2c(C(N)=O)ncn2c1=O. (6) Drug 1: CN1C(=O)C=CC2(C)C3CCC4(C)C(NC(=O)OCC(F)(F)F)CCC4C3CCC12. Drug 2: COC12C(COC(N)=O)C3=C(C(=O)C(C)=C(N)C3=O)N1CC1NC12. Cell line: HT29. Synergy scores: synergy=14.5. (7) Drug 1: N#Cc1ccc(Cn2cncc2CN2CCN(c3cccc(Cl)c3)C(=O)C2)cc1. Drug 2: NC(=O)c1cccc2cn(-c3ccc(C4CCCNC4)cc3)nc12. Cell line: SW837. Synergy scores: synergy=-43.4. (8) Drug 1: CC1CC2C3CCC4=CC(=O)C=CC4(C)C3(F)C(O)CC2(C)C1(O)C(=O)CO. Drug 2: O=C(NOCC(O)CO)c1ccc(F)c(F)c1Nc1ccc(I)cc1F. Cell line: OCUBM. Synergy scores: synergy=2.53. (9) Drug 1: O=S1(=O)NC2(CN1CC(F)(F)F)C1CCC2Cc2cc(C=CCN3CCC(C(F)(F)F)CC3)ccc2C1. Drug 2: CCC1=CC2CN(C1)Cc1c([nH]c3ccccc13)C(C(=O)OC)(c1cc3c(cc1OC)N(C)C1C(O)(C(=O)OC)C(OC(C)=O)C4(CC)C=CCN5CCC31C54)C2. Cell line: SW837. Synergy scores: synergy=2.91.